From a dataset of Peptide-MHC class I binding affinity with 185,985 pairs from IEDB/IMGT. Regression. Given a peptide amino acid sequence and an MHC pseudo amino acid sequence, predict their binding affinity value. This is MHC class I binding data. (1) The peptide sequence is PPQATAKYL. The MHC is HLA-A31:01 with pseudo-sequence HLA-A31:01. The binding affinity (normalized) is 0.0847. (2) The peptide sequence is IAMESIVIW. The MHC is HLA-B40:02 with pseudo-sequence HLA-B40:02. The binding affinity (normalized) is 0.